This data is from Catalyst prediction with 721,799 reactions and 888 catalyst types from USPTO. The task is: Predict which catalyst facilitates the given reaction. (1) Reactant: [CH:1]1([CH2:4][N:5]2[C:9]([C:10]3[CH:15]=[CH:14][N:13]=[C:12]([NH:16][C:17]4[CH:22]=[CH:21][C:20]([S:23](=[O:34])(=[O:33])[N:24]([CH2:29][CH2:30][O:31][CH3:32])[C:25]([CH3:28])([CH3:27])[CH3:26])=[CH:19][CH:18]=4)[N:11]=3)=[CH:8][N:7]=[C:6]2[CH3:35])[CH2:3][CH2:2]1.C([Li])CCC.[CH3:41][C:42]([CH3:44])=[O:43].O. Product: [CH:1]1([CH2:4][N:5]2[C:9]([C:10]3[CH:15]=[CH:14][N:13]=[C:12]([NH:16][C:17]4[CH:18]=[CH:19][C:20]([S:23](=[O:33])(=[O:34])[N:24]([CH2:29][CH2:30][O:31][CH3:32])[C:25]([CH3:27])([CH3:28])[CH3:26])=[CH:21][CH:22]=4)[N:11]=3)=[CH:8][N:7]=[C:6]2[CH2:35][C:42]([OH:43])([CH3:44])[CH3:41])[CH2:3][CH2:2]1. The catalyst class is: 1. (2) Reactant: C([O:4][CH2:5][CH:6]1[NH:11][C:10]2[CH:12]=[CH:13][C:14]([F:16])=[CH:15][C:9]=2[O:8][CH2:7]1)(=O)C.O.C(=O)([O-])[O-].[K+].[K+]. Product: [F:16][C:14]1[CH:13]=[CH:12][C:10]2[NH:11][CH:6]([CH2:5][OH:4])[CH2:7][O:8][C:9]=2[CH:15]=1. The catalyst class is: 5. (3) Reactant: [F:1][C:2]1[CH:7]=[C:6]([CH3:8])[C:5]([S:9]([CH2:11][C:12]([F:15])([F:14])[F:13])=O)=[CH:4][C:3]=1[N:16]1[C:20](C=O)=[CH:19][C:18]([O:23][CH2:24][C:25]([F:31])([F:30])[C:26]([F:29])([F:28])[F:27])=[N:17]1.[C:32]([O-])(=O)C.[Na+].[Cl-].[OH:38][NH3+:39]. Product: [F:1][C:2]1[CH:7]=[C:6]([CH3:8])[C:5]([S:9][CH2:11][C:12]([F:13])([F:15])[F:14])=[CH:4][C:3]=1[N:16]1[C:20](=[N:39][OH:38])[C:19](=[CH2:32])[C:18]([O:23][CH2:24][C:25]([F:31])([F:30])[C:26]([F:29])([F:28])[F:27])=[N:17]1. The catalyst class is: 5. (4) Reactant: FC(F)(F)C([NH:5][C:6]1[CH:11]=[C:10]([CH:12]([CH3:14])[CH3:13])[CH:9]=[CH:8][C:7]=1[N+:15]([O-:17])=[O:16])=O.C(=O)([O-])[O-].[K+].[K+]. Product: [CH:12]([C:10]1[CH:9]=[CH:8][C:7]([N+:15]([O-:17])=[O:16])=[C:6]([NH2:5])[CH:11]=1)([CH3:14])[CH3:13]. The catalyst class is: 24.